Dataset: Forward reaction prediction with 1.9M reactions from USPTO patents (1976-2016). Task: Predict the product of the given reaction. Given the reactants Cl[C:2]1[CH:11]=[CH:10][N:9]=[C:8]2[C:3]=1[C:4]1[CH:16]=[CH:15][CH:14]=[CH:13][C:5]=1[C:6](=[O:12])[NH:7]2.[NH2:17][C:18]1[CH:23]=[CH:22][C:21]([OH:24])=[C:20]([F:25])[CH:19]=1.C(=O)([O-])[O-].[Cs+].[Cs+], predict the reaction product. The product is: [NH2:17][C:18]1[CH:23]=[CH:22][C:21]([O:24][C:2]2[CH:11]=[CH:10][N:9]=[C:8]3[C:3]=2[C:4]2[CH:16]=[CH:15][CH:14]=[CH:13][C:5]=2[C:6](=[O:12])[NH:7]3)=[C:20]([F:25])[CH:19]=1.